From a dataset of Full USPTO retrosynthesis dataset with 1.9M reactions from patents (1976-2016). Predict the reactants needed to synthesize the given product. (1) Given the product [Cl:1][C:2]1[C:7]([O:8][CH2:9][C:10]([OH:12])=[O:11])=[CH:6][CH:5]=[C:4]([NH:24][S:21]([CH:18]2[CH2:20][CH2:19]2)(=[O:23])=[O:22])[N:3]=1, predict the reactants needed to synthesize it. The reactants are: [Cl:1][C:2]1[C:7]([O:8][CH2:9][C:10]([O:12]C(C)(C)C)=[O:11])=[CH:6][CH:5]=[C:4](I)[N:3]=1.[CH:18]1([S:21]([NH2:24])(=[O:23])=[O:22])[CH2:20][CH2:19]1. (2) Given the product [CH2:1]([NH:5][C:6](=[O:18])[CH2:7][C@H:8]([OH:9])[CH2:13][C@H:12]([OH:11])[CH2:14][OH:15])[CH2:2][CH2:3][CH3:4], predict the reactants needed to synthesize it. The reactants are: [CH2:1]([NH:5][C:6](=[O:18])[CH2:7][C@H:8]1[CH2:13][C@@H:12]([CH:14]=[O:15])[O:11]C(C)(C)[O:9]1)[CH2:2][CH2:3][CH3:4].C(N)CCC. (3) Given the product [CH:1]1([N:6]([C:12]2[S:13][CH:14]=[C:15]([C:17]3[CH:18]=[CH:19][C:20]([CH:23]([CH3:24])[CH3:25])=[CH:21][CH:22]=3)[N:16]=2)[CH2:7][CH2:8][NH:45][C:49]([NH:56][S:53]([CH3:52])(=[O:55])=[O:54])=[O:33])[CH2:2][CH2:3][CH2:4][CH2:5]1, predict the reactants needed to synthesize it. The reactants are: [CH:1]1([N:6]([C:12]2[S:13][CH:14]=[C:15]([C:17]3[CH:22]=[CH:21][C:20]([CH:23]([CH3:25])[CH3:24])=[CH:19][CH:18]=3)[N:16]=2)[CH2:7][CH2:8]C(O)=O)[CH2:5][CH2:4][CH2:3][CH2:2]1.C1(P(N=[N+]=[N-])(C2C=CC=CC=2)=[O:33])C=CC=CC=1.CC[N:45]([CH:49](C)C)C(C)C.[CH3:52][S:53]([NH2:56])(=[O:55])=[O:54]. (4) Given the product [Br:5][C:6]1[CH:7]=[CH:8][C:9]([O:12][CH:1]([CH3:3])[CH3:2])=[N:10][CH:11]=1, predict the reactants needed to synthesize it. The reactants are: [CH:1](Br)([CH3:3])[CH3:2].[Br:5][C:6]1[CH:7]=[CH:8][C:9](=[O:12])[NH:10][CH:11]=1. (5) Given the product [NH:30]1[C:28]2[CH:29]=[CH:24][C:25]([C:48]([N:16]3[CH2:17][CH2:18][C:13]4[C:12]([C:20]([NH2:22])=[O:21])=[C:11]([NH:10][C:9]([NH:8][C:5]5[CH:4]=[CH:3][C:2]([Cl:1])=[CH:7][CH:6]=5)=[O:23])[S:19][C:14]=4[CH2:15]3)=[O:49])=[CH:26][C:27]=2[N:32]=[N:31]1, predict the reactants needed to synthesize it. The reactants are: [Cl:1][C:2]1[CH:7]=[CH:6][C:5]([NH:8][C:9](=[O:23])[NH:10][C:11]2[S:19][C:14]3[CH2:15][NH:16][CH2:17][CH2:18][C:13]=3[C:12]=2[C:20]([NH2:22])=[O:21])=[CH:4][CH:3]=1.[CH:24]1[CH:25]=[CH:26][C:27]2[N:32](O)[N:31]=[N:30][C:28]=2[CH:29]=1.CCN=C=NCCCN(C)C.CN([CH:48]=[O:49])C. (6) Given the product [Cl:29][C:24]1[CH:25]=[CH:26][CH:27]=[CH:28][C:23]=1[S:20]([N:17]1[CH2:18][CH2:19][C:12]2([C:11](=[O:30])[N:10]([C:7]3[CH:6]=[CH:5][C:4]([C:1]([OH:3])([CH3:2])[C:32]([F:34])([F:33])[F:31])=[CH:9][CH:8]=3)[CH2:14][CH2:13]2)[CH2:15][CH2:16]1)(=[O:22])=[O:21], predict the reactants needed to synthesize it. The reactants are: [C:1]([C:4]1[CH:9]=[CH:8][C:7]([N:10]2[CH2:14][CH2:13][C:12]3([CH2:19][CH2:18][N:17]([S:20]([C:23]4[CH:28]=[CH:27][CH:26]=[CH:25][C:24]=4[Cl:29])(=[O:22])=[O:21])[CH2:16][CH2:15]3)[C:11]2=[O:30])=[CH:6][CH:5]=1)(=[O:3])[CH3:2].[F:31][C:32]([Si](C)(C)C)([F:34])[F:33].[F-].C([N+](CCCC)(CCCC)CCCC)CCC. (7) Given the product [F:25][C:24]([F:26])([F:27])[C:19]1[CH:20]=[CH:21][CH:22]=[CH:23][C:18]=1[O:17][CH2:2][C:3]1[CH:8]=[CH:7][C:6]([C:9]2[CH:13]=[C:12]([C:14]([NH2:16])=[O:15])[O:11][N:10]=2)=[CH:5][CH:4]=1, predict the reactants needed to synthesize it. The reactants are: Br[CH2:2][C:3]1[CH:8]=[CH:7][C:6]([C:9]2[CH:13]=[C:12]([C:14]([NH2:16])=[O:15])[O:11][N:10]=2)=[CH:5][CH:4]=1.[OH:17][C:18]1[CH:23]=[CH:22][CH:21]=[CH:20][C:19]=1[C:24]([F:27])([F:26])[F:25].C([O-])([O-])=O.[K+].[K+].